This data is from Full USPTO retrosynthesis dataset with 1.9M reactions from patents (1976-2016). The task is: Predict the reactants needed to synthesize the given product. Given the product [F:27][C:21]1[CH:22]=[CH:23][C:24]([F:26])=[CH:25][C:20]=1[CH:9]([S:10][C:11]1[CH:16]=[CH:15][C:14]([O:17][CH2:18][CH3:19])=[CH:13][CH:12]=1)[C:5]1[C:6]([CH3:8])=[CH:7][C:2]([CH:41]=[O:42])=[N:3][CH:4]=1, predict the reactants needed to synthesize it. The reactants are: Br[C:2]1[CH:7]=[C:6]([CH3:8])[C:5]([CH:9]([C:20]2[CH:25]=[C:24]([F:26])[CH:23]=[CH:22][C:21]=2[F:27])[S:10][C:11]2[CH:16]=[CH:15][C:14]([O:17][CH2:18][CH3:19])=[CH:13][CH:12]=2)=[CH:4][N:3]=1.CCCCCC.C([Li])CCC.CN(C)[CH:41]=[O:42].